Dataset: Forward reaction prediction with 1.9M reactions from USPTO patents (1976-2016). Task: Predict the product of the given reaction. (1) Given the reactants [NH2:1][C:2]1[CH:3]=[N:4][CH:5]=[CH:6][C:7]=1[N:8]1[CH2:13][C@H:12]([CH3:14])[C@@H:11]([O:15][Si:16]([C:19]([CH3:22])([CH3:21])[CH3:20])([CH3:18])[CH3:17])[C@H:10]([NH:23][C:24](=[O:30])[O:25][C:26]([CH3:29])([CH3:28])[CH3:27])[CH2:9]1.[Br:31][C:32]1[CH:41]=[C:40]2[C:35]([CH:36]=[CH:37][C:38]([C:42](O)=[O:43])=[N:39]2)=[CH:34][CH:33]=1.C(N(CC)C(C)C)(C)C, predict the reaction product. The product is: [Br:31][C:32]1[CH:41]=[C:40]2[C:35]([CH:36]=[CH:37][C:38]([C:42]([NH:1][C:2]3[CH:3]=[N:4][CH:5]=[CH:6][C:7]=3[N:8]3[CH2:13][C@H:12]([CH3:14])[C@@H:11]([O:15][Si:16]([C:19]([CH3:22])([CH3:21])[CH3:20])([CH3:18])[CH3:17])[C@H:10]([NH:23][C:24](=[O:30])[O:25][C:26]([CH3:29])([CH3:28])[CH3:27])[CH2:9]3)=[O:43])=[N:39]2)=[CH:34][CH:33]=1. (2) Given the reactants [OH:1][C:2]1[CH:9]=[CH:8][C:5]([CH:6]=[O:7])=[CH:4][CH:3]=1.N1C=CC=CC=1.Cl[C:17]([O:19][CH2:20][CH3:21])=[O:18].N#N, predict the reaction product. The product is: [C:17](=[O:18])([O:1][C:2]1[CH:9]=[CH:8][C:5]([CH:6]=[O:7])=[CH:4][CH:3]=1)[O:19][CH2:20][CH3:21]. (3) Given the reactants [NH2:1][C:2]1[CH:3]=[C:4]2[C:8](=[CH:9][CH:10]=1)[NH:7][C:6]([C:11]([N:13]1[CH2:18][CH2:17][O:16][CH2:15][CH2:14]1)=[O:12])=[C:5]2[C:19]1[CH:24]=[CH:23][CH:22]=[CH:21][CH:20]=1.[C:25]([C:29]1[CH:34]=[CH:33][C:32]([S:35](Cl)(=[O:37])=[O:36])=[CH:31][CH:30]=1)([CH3:28])([CH3:27])[CH3:26], predict the reaction product. The product is: [C:25]([C:29]1[CH:34]=[CH:33][C:32]([S:35]([NH:1][C:2]2[CH:3]=[C:4]3[C:8](=[CH:9][CH:10]=2)[NH:7][C:6]([C:11]([N:13]2[CH2:14][CH2:15][O:16][CH2:17][CH2:18]2)=[O:12])=[C:5]3[C:19]2[CH:20]=[CH:21][CH:22]=[CH:23][CH:24]=2)(=[O:37])=[O:36])=[CH:31][CH:30]=1)([CH3:28])([CH3:26])[CH3:27]. (4) Given the reactants [NH:1]1[CH:5]=[C:4]([C:6]2[CH:22]=[CH:21][C:9]3[C:10]4[N:11]=[C:12]([C:18](O)=[O:19])[S:13][C:14]=4[CH2:15][CH2:16][O:17][C:8]=3[CH:7]=2)[CH:3]=[N:2]1.[NH:23]1[CH2:28][CH2:27][CH:26]([C:29]#[N:30])[CH2:25][CH2:24]1, predict the reaction product. The product is: [NH:2]1[CH:3]=[C:4]([C:6]2[CH:22]=[CH:21][C:9]3[C:10]4[N:11]=[C:12]([C:18]([N:23]5[CH2:28][CH2:27][CH:26]([C:29]#[N:30])[CH2:25][CH2:24]5)=[O:19])[S:13][C:14]=4[CH2:15][CH2:16][O:17][C:8]=3[CH:7]=2)[CH:5]=[N:1]1. (5) Given the reactants C(Cl)(=O)C(Cl)=O.CS(C)=O.[Br:11][C:12]1[S:16][CH:15]=[C:14]([C:17]([OH:22])([CH:19]([OH:21])[CH3:20])[CH3:18])[CH:13]=1.C(N(CC)CC)C, predict the reaction product. The product is: [Br:11][C:12]1[S:16][CH:15]=[C:14]([C:17]([OH:22])([CH3:18])[C:19](=[O:21])[CH3:20])[CH:13]=1.